The task is: Predict the product of the given reaction.. This data is from Forward reaction prediction with 1.9M reactions from USPTO patents (1976-2016). (1) Given the reactants [S:1]1[CH:5]=[CH:4][N:3]=[C:2]1[N:6]1[CH2:11][CH2:10][CH:9]([O:12][C:13]2[CH:18]=[CH:17][CH:16]=[CH:15][C:14]=2[C:19]([F:22])([F:21])[F:20])[CH2:8][CH2:7]1.[F:23][C:24]([F:35])([F:34])[C:25](O[C:25](=[O:26])[C:24]([F:35])([F:34])[F:23])=[O:26], predict the reaction product. The product is: [F:23][C:24]([F:35])([F:34])[C:25]([C:5]1[S:1][C:2]([N:6]2[CH2:7][CH2:8][CH:9]([O:12][C:13]3[CH:18]=[CH:17][CH:16]=[CH:15][C:14]=3[C:19]([F:22])([F:20])[F:21])[CH2:10][CH2:11]2)=[N:3][CH:4]=1)=[O:26]. (2) Given the reactants [CH2:1]([N:3]1[CH2:8][C:7]([CH3:10])([CH3:9])[O:6][C:5](=[O:11])[CH:4]1[CH2:12][C:13]([OH:15])=O)[CH3:2].C(N(C(C)C)CC)(C)C.CN(C(ON1N=NC2C=CC=NC1=2)=[N+](C)C)C.F[P-](F)(F)(F)(F)F.[CH3:49][C:50]([CH3:55])([CH3:54])[CH2:51][CH2:52][NH2:53], predict the reaction product. The product is: [CH3:49][C:50]([CH3:55])([CH3:54])[CH2:51][CH2:52][NH:53][C:13](=[O:15])[CH2:12][CH:4]1[C:5](=[O:11])[O:6][C:7]([CH3:9])([CH3:10])[CH2:8][N:3]1[CH2:1][CH3:2]. (3) Given the reactants [Cl:1][C:2]1[CH:7]=[CH:6][C:5]([S:8]([C:11]23[CH2:26][CH2:25][CH:24]([O:27][CH2:28][CH2:29][NH2:30])[CH2:23][CH:12]2[CH2:13][O:14][C:15]2[C:20]3=[C:19]([F:21])[CH:18]=[CH:17][C:16]=2[F:22])(=[O:10])=[O:9])=[CH:4][CH:3]=1.N1C(C)=CC=CC=1C.[O:39](S(C(F)(F)F)(=O)=O)[S:40]([C:43]([F:46])([F:45])[F:44])(=O)=[O:41], predict the reaction product. The product is: [Cl:1][C:2]1[CH:3]=[CH:4][C:5]([S:8]([C:11]23[CH2:26][CH2:25][CH:24]([O:27][CH2:28][CH2:29][NH:30][S:40]([C:43]([F:46])([F:45])[F:44])(=[O:41])=[O:39])[CH2:23][CH:12]2[CH2:13][O:14][C:15]2[C:20]3=[C:19]([F:21])[CH:18]=[CH:17][C:16]=2[F:22])(=[O:9])=[O:10])=[CH:6][CH:7]=1. (4) Given the reactants C[Si]([C:5]#[C:6][C:7]1[CH:8]=[CH:9][C:10]2[CH2:17][CH:16]3[C:18]4([CH2:22][N:21]([CH2:23][C:24]([F:27])([F:26])[F:25])[S:20](=[O:29])(=[O:28])[NH:19]4)[CH:13]([CH2:14][CH2:15]3)[CH2:12][C:11]=2[CH:30]=1)(C)C.O1CCCC1.O.[OH-].[Li+], predict the reaction product. The product is: [C:6]([C:7]1[CH:8]=[CH:9][C:10]2[CH2:17][CH:16]3[C:18]4([CH2:22][N:21]([CH2:23][C:24]([F:25])([F:26])[F:27])[S:20](=[O:29])(=[O:28])[NH:19]4)[CH:13]([CH2:14][CH2:15]3)[CH2:12][C:11]=2[CH:30]=1)#[CH:5]. (5) Given the reactants Cl[Sn]Cl.[C:4]([C:8]1[CH:13]=[C:12]([C:14]2[N:15]=[C:16]([CH2:19][N:20]([CH3:31])[CH2:21][C:22]3[CH:27]=[CH:26][C:25]([N+:28]([O-])=O)=[CH:24][CH:23]=3)[S:17][CH:18]=2)[CH:11]=[C:10]([C:32]([CH3:35])([CH3:34])[CH3:33])[C:9]=1[OH:36])([CH3:7])([CH3:6])[CH3:5].Cl.[OH-].[Na+], predict the reaction product. The product is: [NH2:28][C:25]1[CH:24]=[CH:23][C:22]([CH2:21][N:20]([CH2:19][C:16]2[S:17][CH:18]=[C:14]([C:12]3[CH:11]=[C:10]([C:32]([CH3:35])([CH3:33])[CH3:34])[C:9]([OH:36])=[C:8]([C:4]([CH3:7])([CH3:6])[CH3:5])[CH:13]=3)[N:15]=2)[CH3:31])=[CH:27][CH:26]=1. (6) Given the reactants Br[C:2]1[CH:11]=[CH:10][C:9]2[C:4](=[CH:5][CH:6]=[C:7]([O:12][CH3:13])[CH:8]=2)[CH:3]=1.[CH:14](=[O:21])[C:15]1[CH:20]=[CH:19][CH:18]=[CH:17][CH:16]=1, predict the reaction product. The product is: [CH3:13][O:12][C:7]1[CH:8]=[C:9]2[C:4](=[CH:5][CH:6]=1)[CH:3]=[C:2]([CH:14]([C:15]1[CH:20]=[CH:19][CH:18]=[CH:17][CH:16]=1)[OH:21])[CH:11]=[CH:10]2.